Dataset: Reaction yield outcomes from USPTO patents with 853,638 reactions. Task: Predict the reaction yield, written as a fraction of the theoretical maximum amount of product (1.0 means a 100% yield; for example, 0.34 means a 34% yield). (1) The reactants are Cl.[C:2]([O:6][C:7](=[O:14])[C@H:8]([C@H:10]([CH2:12][CH3:13])[CH3:11])[NH2:9])([CH3:5])([CH3:4])[CH3:3].C(N(CC)CC)C.Br[CH2:23][C:24]([O:26][CH2:27][CH3:28])=[O:25]. The catalyst is CN(C=O)C. The product is [CH2:27]([O:26][C:24](=[O:25])[CH2:23][NH:9][C@@H:8]([C@@H:10]([CH3:11])[CH2:12][CH3:13])[C:7]([O:6][C:2]([CH3:4])([CH3:5])[CH3:3])=[O:14])[CH3:28]. The yield is 0.930. (2) The reactants are Cl.[CH3:2][O:3][C:4]1[CH:13]=[C:12]2[C:7]([CH:8]=[CH:9][CH:10]=[C:11]2[CH2:14][CH2:15][NH2:16])=[CH:6][CH:5]=1.[C:17]([O-])(=[O:19])[CH3:18].[Na+].C(OC(=O)C)(=O)C.O. The catalyst is C(O)C. The product is [CH3:2][O:3][C:4]1[CH:13]=[C:12]2[C:7]([CH:8]=[CH:9][CH:10]=[C:11]2[CH2:14][CH2:15][NH:16][C:17](=[O:19])[CH3:18])=[CH:6][CH:5]=1. The yield is 0.925.